Dataset: Reaction yield outcomes from USPTO patents with 853,638 reactions. Task: Predict the reaction yield, written as a fraction of the theoretical maximum amount of product (1.0 means a 100% yield; for example, 0.34 means a 34% yield). (1) The reactants are [NH:1]1[CH:8]=[CH:7][C:5](=[O:6])[NH:4][C:2]1=[O:3].[OH-].[K+].Br[CH2:12][C:13]([OH:15])=[O:14].Cl. The catalyst is O. The product is [O:3]=[C:2]1[NH:4][C:5](=[O:6])[CH:7]=[CH:8][N:1]1[CH2:12][C:13]([OH:15])=[O:14]. The yield is 0.670. (2) The reactants are Cl[C:2]1[CH:11]=[CH:10][C:9]2[C:4](=[CH:5][CH:6]=[C:7]([C:12]([O:14][CH3:15])=[O:13])[CH:8]=2)[N:3]=1.[CH3:16][N:17](C=O)C. The catalyst is [C-]#N.[C-]#N.[Zn+2].C1C=CC([P]([Pd]([P](C2C=CC=CC=2)(C2C=CC=CC=2)C2C=CC=CC=2)([P](C2C=CC=CC=2)(C2C=CC=CC=2)C2C=CC=CC=2)[P](C2C=CC=CC=2)(C2C=CC=CC=2)C2C=CC=CC=2)(C2C=CC=CC=2)C2C=CC=CC=2)=CC=1. The product is [C:16]([C:2]1[CH:11]=[CH:10][C:9]2[C:4](=[CH:5][CH:6]=[C:7]([C:12]([O:14][CH3:15])=[O:13])[CH:8]=2)[N:3]=1)#[N:17]. The yield is 0.850. (3) The reactants are C[Si]([N-][Si](C)(C)C)(C)C.[Li+].F[C:12]1[C:17]([C:18]2[N:23]=[C:22]([CH3:24])[N:21]=[C:20]([N:25]([CH2:35][C:36]3[CH:41]=[CH:40][C:39]([O:42][CH3:43])=[CH:38][CH:37]=3)[CH2:26][C:27]3[CH:32]=[CH:31][C:30]([O:33][CH3:34])=[CH:29][CH:28]=3)[CH:19]=2)=[CH:16][C:15]([CH:44]([N:46]2[CH2:51][CH2:50][O:49][CH2:48][CH2:47]2)[CH3:45])=[CH:14][N:13]=1.[F:52][C:53]1[CH:54]=[C:55]([NH2:61])[CH:56]=[N:57][C:58]=1[O:59][CH3:60].[NH4+].[Cl-]. The catalyst is C1COCC1. The product is [F:52][C:53]1[CH:54]=[C:55]([NH:61][C:12]2[C:17]([C:18]3[N:23]=[C:22]([CH3:24])[N:21]=[C:20]([N:25]([CH2:26][C:27]4[CH:32]=[CH:31][C:30]([O:33][CH3:34])=[CH:29][CH:28]=4)[CH2:35][C:36]4[CH:41]=[CH:40][C:39]([O:42][CH3:43])=[CH:38][CH:37]=4)[CH:19]=3)=[CH:16][C:15]([CH:44]([N:46]3[CH2:51][CH2:50][O:49][CH2:48][CH2:47]3)[CH3:45])=[CH:14][N:13]=2)[CH:56]=[N:57][C:58]=1[O:59][CH3:60]. The yield is 0.780. (4) The reactants are [F:1][C:2]1[CH:7]=[C:6]([O:8][CH2:9][C:10]2[CH:15]=[CH:14][C:13]([F:16])=[CH:12][CH:11]=2)[CH:5]=[CH:4][C:3]=1[N:17]1C(C)=[CH:20][CH:19]=[C:18]1C.[OH-:24].[K+].Cl.N[OH:28].C[CH:30]([OH:32])C. The yield is 0.740. The catalyst is O. The product is [CH3:30][O:32][C:20](=[O:28])[CH2:19][C:18]([NH:17][C:3]1[CH:4]=[CH:5][C:6]([O:8][CH2:9][C:10]2[CH:15]=[CH:14][C:13]([F:16])=[CH:12][CH:11]=2)=[CH:7][C:2]=1[F:1])=[O:24]. (5) The reactants are [OH:1][CH2:2][CH:3]1[CH2:7][CH2:6][N:5]([C:8]([O:10][CH2:11][C:12]2[CH:17]=[CH:16][CH:15]=[CH:14][CH:13]=2)=[O:9])[CH2:4]1.C(N(CC)CC)C.[S:25](Cl)([C:28]1[CH:34]=[CH:33][C:31]([CH3:32])=[CH:30][CH:29]=1)(=[O:27])=[O:26].C(OCC)(=O)C.CCCCCC. The catalyst is ClCCl.O. The product is [S:25]([O:1][CH2:2][CH:3]1[CH2:7][CH2:6][N:5]([C:8]([O:10][CH2:11][C:12]2[CH:13]=[CH:14][CH:15]=[CH:16][CH:17]=2)=[O:9])[CH2:4]1)([C:28]1[CH:34]=[CH:33][C:31]([CH3:32])=[CH:30][CH:29]=1)(=[O:27])=[O:26]. The yield is 0.750. (6) The catalyst is C1COCC1. The reactants are O(CCSCC1C=CC(C2C=CC=C(C(O)=O)C=2)=CC=1)C1C=CC=CC=1.C([O:29][C:30]([C:32]1[CH:37]=[CH:36][C:35]([C:38]2[CH:43]=[CH:42][CH:41]=[C:40]([CH2:44][S:45][CH2:46][CH2:47][O:48][C:49]3[CH:54]=[CH:53][CH:52]=[CH:51][CH:50]=3)[CH:39]=2)=[CH:34][CH:33]=1)=[O:31])C.[OH-].[Li+]. The yield is 0.900. The product is [O:48]([CH2:47][CH2:46][S:45][CH2:44][C:40]1[CH:39]=[C:38]([C:35]2[CH:34]=[CH:33][C:32]([C:30]([OH:31])=[O:29])=[CH:37][CH:36]=2)[CH:43]=[CH:42][CH:41]=1)[C:49]1[CH:50]=[CH:51][CH:52]=[CH:53][CH:54]=1.